Task: Binary Classification. Given a drug SMILES string, predict its activity (active/inactive) in a high-throughput screening assay against a specified biological target.. Dataset: KCNQ2 potassium channel screen with 302,405 compounds (1) The molecule is S=C(N(C(C)C)c1ccccc1)Nc1cccnc1. The result is 0 (inactive). (2) The molecule is O(C(C(=O)NC(Cc1c2c([nH]c1)ccc(O)c2)C(O)=O)C)c1cc2oc(=O)cc(c2cc1)c1ccc(OC)cc1. The result is 0 (inactive). (3) The drug is o1c2c(cc1C(=O)Nc1ncccc1O)cccc2. The result is 0 (inactive). (4) The compound is O=C(Nc1ccc(cc1)C)Cn1c2c(c(c1)C(=O)C)cccc2. The result is 0 (inactive). (5) The drug is S(=O)(=O)(NC)c1ccc(Nc2cc(ccc2)C(F)(F)F)nc1. The result is 0 (inactive). (6) The molecule is S(=O)(=O)(N1CCN(CC1)c1ccc(cc1)C(=O)C)c1c([nH]c(=O)[nH]c1=O)C. The result is 0 (inactive).